This data is from KCNQ2 potassium channel screen with 302,405 compounds. The task is: Binary Classification. Given a drug SMILES string, predict its activity (active/inactive) in a high-throughput screening assay against a specified biological target. (1) The molecule is S1C2(NN=C1c1c3c(ccc1)cccc3)c1c(NC2=O)ccc(c1)CC. The result is 0 (inactive). (2) The molecule is Clc1ccc(SCC(=O)Nc2cc(S(=O)(=O)N3CCOCC3)ccc2C)cc1. The result is 0 (inactive).